From a dataset of Full USPTO retrosynthesis dataset with 1.9M reactions from patents (1976-2016). Predict the reactants needed to synthesize the given product. (1) Given the product [Cl:23][C:18]1[CH:19]=[CH:20][CH:21]=[CH:22][C:17]=1[O:16][C:14]1[CH2:15][N:11]([CH:4]([CH2:5][CH2:6][C:7]([F:10])([F:9])[F:8])[C:3]([OH:25])=[O:2])[C:12](=[O:24])[CH:13]=1, predict the reactants needed to synthesize it. The reactants are: C[O:2][C:3](=[O:25])[CH:4]([N:11]1[CH2:15][C:14]([O:16][C:17]2[CH:22]=[CH:21][CH:20]=[CH:19][C:18]=2[Cl:23])=[CH:13][C:12]1=[O:24])[CH2:5][CH2:6][C:7]([F:10])([F:9])[F:8].O1CCCC1.O.[OH-].[Li+]. (2) Given the product [C:13]1([CH:11]([N:10]2[C:4]3[C:5](=[N:6][CH:7]=[C:2]([C:47]4[CH:46]=[CH:45][CH:50]=[C:31]5[C:30]=4[CH:29]=[CH:28][CH:33]=[N:32]5)[CH:3]=3)[NH:8][C:9]2=[O:19])[CH3:12])[CH:14]=[CH:15][CH:16]=[CH:17][CH:18]=1, predict the reactants needed to synthesize it. The reactants are: Br[C:2]1[CH:3]=[C:4]2[N:10]([CH:11]([C:13]3[CH:18]=[CH:17][CH:16]=[CH:15][CH:14]=3)[CH3:12])[C:9](=[O:19])[N:8](C(OC(C)(C)C)=O)[C:5]2=[N:6][CH:7]=1.Br[C:28]1[CH:29]=[C:30]2NC(=O)N(C(OCCCC)=O)[C:31]2=[N:32][CH:33]=1.[C:45]1(C(O)C)[CH:50]=CC=[CH:47][CH:46]=1.C1(P(C2C=CC=CC=2)C2C=CC=CC=2)C=CC=CC=1.N(C(OC(C)C)=O)=NC(OC(C)C)=O. (3) Given the product [F:22][C:2]1([F:1])[O:14][C:13]2[CH:12]=[C:11]3[C:6]([N:7]=[C:8]([C:16]4[CH:21]=[CH:20][CH:19]=[CH:18][CH:17]=4)[C:9](=[O:15])[N:10]3[CH3:23])=[CH:5][C:4]=2[O:3]1, predict the reactants needed to synthesize it. The reactants are: [F:1][C:2]1([F:22])[O:14][C:13]2[CH:12]=[C:11]3[C:6]([N:7]=[C:8]([C:16]4[CH:21]=[CH:20][CH:19]=[CH:18][CH:17]=4)[C:9](=[O:15])[NH:10]3)=[CH:5][C:4]=2[O:3]1.[CH3:23]OC(OC)N(C)C. (4) Given the product [C:12]([OH:14])(=[O:13])[C:11]1[C:17](=[CH:18][CH:19]=[CH:20][CH:21]=1)[NH2:16].[C:12]([OH:14])(=[O:13])[C:11]1[C:17](=[CH:18][CH:19]=[CH:20][CH:21]=1)[NH2:16].[C:12]([OH:14])(=[O:13])[C:11]1[C:17](=[CH:18][CH:19]=[CH:20][CH:21]=1)[NH2:16].[N:1]([CH2:8][CH2:9][OH:10])([CH2:5][CH2:6][OH:7])[CH2:2][CH2:3][OH:4], predict the reactants needed to synthesize it. The reactants are: [N:1]([CH2:8][CH2:9][OH:10])([CH2:5][CH2:6][OH:7])[CH2:2][CH2:3][OH:4].[C:11]12[C:17](=[CH:18][CH:19]=[CH:20][CH:21]=1)[NH:16]C(=O)[O:14][C:12]2=[O:13].N12CCN(CC1)CC2.CN(C)C=O. (5) The reactants are: [Cl:1][C:2]1[CH:7]=[CH:6][C:5]([C:8](=O)[CH2:9][C:10](=O)[C:11]([F:14])([F:13])[F:12])=[CH:4][CH:3]=1.[N+]([O-])(O)=O.[N+]([O-])(O)=O.[F:25][C:26]1[CH:27]=[C:28]([NH:38][C:39]([NH2:41])=[NH:40])[CH:29]=[CH:30][C:31]=1[N:32]1[CH:36]=[C:35]([CH3:37])[N:34]=[CH:33]1. Given the product [Cl:1][C:2]1[CH:7]=[CH:6][C:5]([C:8]2[CH:9]=[C:10]([C:11]([F:14])([F:13])[F:12])[N:41]=[C:39]([NH:38][C:28]3[CH:29]=[CH:30][C:31]([N:32]4[CH:36]=[C:35]([CH3:37])[N:34]=[CH:33]4)=[C:26]([F:25])[CH:27]=3)[N:40]=2)=[CH:4][CH:3]=1, predict the reactants needed to synthesize it. (6) Given the product [CH:1]1([N:4]2[CH:13]=[CH:12][C:11]3[C:10]([C:38]([NH:21][CH2:20][C:19]4[CH:22]=[CH:23][C:24]([Cl:25])=[C:17]([Cl:16])[CH:18]=4)=[O:37])=[CH:9][CH:8]=[CH:7][C:6]=3[C:5]2=[O:15])[CH2:3][CH2:2]1, predict the reactants needed to synthesize it. The reactants are: [CH:1]1([N:4]2[CH:13]=[CH:12][C:11]3[C:6](=[CH:7][CH:8]=[CH:9][C:10]=3I)[C:5]2=[O:15])[CH2:3][CH2:2]1.[Cl:16][C:17]1[CH:18]=[C:19]([CH:22]=[CH:23][C:24]=1[Cl:25])[CH2:20][NH2:21].N12CCCN=C1CCCCC2.[O:37]1CCOC[CH2:38]1.